This data is from Reaction yield outcomes from USPTO patents with 853,638 reactions. The task is: Predict the reaction yield, written as a fraction of the theoretical maximum amount of product (1.0 means a 100% yield; for example, 0.34 means a 34% yield). (1) The reactants are C[O:2][C:3](=O)[CH:4]([NH:11][C:12]1[CH:21]=[CH:20][C:15]([C:16]([O:18][CH3:19])=[O:17])=[CH:14][C:13]=1[N+:22]([O-])=O)[C:5]1[CH:10]=[CH:9][CH:8]=[CH:7][CH:6]=1.[NH4+].[Cl-]. The catalyst is CO.[Fe]. The product is [O:2]=[C:3]1[NH:22][C:13]2[C:12](=[CH:21][CH:20]=[C:15]([C:16]([O:18][CH3:19])=[O:17])[CH:14]=2)[NH:11][CH:4]1[C:5]1[CH:10]=[CH:9][CH:8]=[CH:7][CH:6]=1. The yield is 0.560. (2) The reactants are [CH2:1]([N:3]([CH2:32][CH3:33])[CH2:4][CH2:5]/[CH:6]=[CH:7]/[C:8]1[CH:13]=[CH:12][CH:11]=[CH:10][C:9]=1[S:14]([NH:17][C:18]1[CH:27]=[CH:26][C:25]2[CH2:24][CH2:23][CH2:22][CH2:21][C:20]=2[C:19]=1[C:28]([O:30][CH3:31])=[O:29])(=[O:16])=[O:15])[CH3:2]. The catalyst is CO.[Pd]. The product is [CH2:32]([N:3]([CH2:1][CH3:2])[CH2:4][CH2:5][CH2:6][CH2:7][C:8]1[CH:13]=[CH:12][CH:11]=[CH:10][C:9]=1[S:14]([NH:17][C:18]1[CH:27]=[CH:26][C:25]2[CH2:24][CH2:23][CH2:22][CH2:21][C:20]=2[C:19]=1[C:28]([O:30][CH3:31])=[O:29])(=[O:15])=[O:16])[CH3:33]. The yield is 0.940. (3) The reactants are [N+:1]([C:4]1[CH:10]=[C:9]([B:11]2[O:15][C:14]([CH3:17])([CH3:16])[C:13]([CH3:19])([CH3:18])[O:12]2)[CH:8]=[CH:7][C:5]=1[NH2:6])([O-])=O.[H][H].[N:22]#[C:23]Br. The catalyst is [Pd].CO. The product is [CH3:18][C:13]1([CH3:19])[C:14]([CH3:17])([CH3:16])[O:15][B:11]([C:9]2[CH:8]=[CH:7][C:5]3[NH:6][C:23]([NH2:22])=[N:1][C:4]=3[CH:10]=2)[O:12]1. The yield is 0.710. (4) The reactants are [N:1]1[CH:6]=[CH:5][CH:4]=[CH:3][C:2]=1[CH2:7][O:8][C:9]1[CH:17]=[CH:16][C:12]([C:13]([OH:15])=O)=[CH:11][CH:10]=1.CN(C(ON1N=NC2C=CC=NC1=2)=[N+](C)C)C.F[P-](F)(F)(F)(F)F.CCN(C(C)C)C(C)C.[NH2:51][C:52]1[CH:53]=[C:54]([B:59]([OH:61])[OH:60])[CH:55]=[CH:56][C:57]=1[CH3:58].[Na+].[Cl-]. The yield is 0.920. The catalyst is CN(C=O)C. The product is [CH3:58][C:57]1[CH:56]=[CH:55][C:54]([B:59]([OH:61])[OH:60])=[CH:53][C:52]=1[NH:51][C:13](=[O:15])[C:12]1[CH:11]=[CH:10][C:9]([O:8][CH2:7][C:2]2[CH:3]=[CH:4][CH:5]=[CH:6][N:1]=2)=[CH:17][CH:16]=1. (5) The reactants are [Cl:1][C:2]1[N:3]=[C:4]([N:19]2[CH2:24][CH2:23][O:22][CH2:21][CH2:20]2)[C:5]2[N:11]=[C:10]([CH2:12][CH:13]3[CH2:18][CH2:17][NH:16][CH2:15][CH2:14]3)[CH:9]=[CH:8][C:6]=2[N:7]=1.[CH3:25][CH:26]([CH3:30])[C:27](O)=[O:28].ON1C2C=CC=CC=2N=N1.Cl.CN(C)CCCN=C=NCC.C(N(C(C)C)CC)(C)C. The catalyst is CN(C)C=O. The product is [Cl:1][C:2]1[N:3]=[C:4]([N:19]2[CH2:20][CH2:21][O:22][CH2:23][CH2:24]2)[C:5]2[N:11]=[C:10]([CH2:12][CH:13]3[CH2:18][CH2:17][N:16]([C:27](=[O:28])[CH:26]([CH3:30])[CH3:25])[CH2:15][CH2:14]3)[CH:9]=[CH:8][C:6]=2[N:7]=1. The yield is 1.00. (6) The reactants are [H-].[H-].[H-].[H-].[Li+].[Al+3].C([O:9][C:10](=O)[CH2:11][CH2:12][NH:13][C:14]1[N:18]([CH2:19][C:20]2[C:25]([OH:26])=[CH:24][CH:23]=[C:22]([CH3:27])[N:21]=2)[C:17]2[CH:28]=[C:29]([CH3:33])[CH:30]=[C:31]([CH3:32])[C:16]=2[N:15]=1)C.C(OC(=O)C)C.O. The catalyst is O1CCCC1. The product is [OH:9][CH2:10][CH2:11][CH2:12][NH:13][C:14]1[N:18]([CH2:19][C:20]2[C:25]([OH:26])=[CH:24][CH:23]=[C:22]([CH3:27])[N:21]=2)[C:17]2[CH:28]=[C:29]([CH3:33])[CH:30]=[C:31]([CH3:32])[C:16]=2[N:15]=1. The yield is 0.730. (7) The reactants are [F:1][C:2]1[CH:9]=[CH:8][CH:7]=[CH:6][C:3]=1[CH:4]=O.C[Si]([C:14]#[N:15])(C)C.C(N(S(F)(F)[F:22])CC)C. The catalyst is ClCCl.[I-].[Zn+2].[I-]. The product is [F:22][CH:4]([C:3]1[CH:6]=[CH:7][CH:8]=[CH:9][C:2]=1[F:1])[C:14]#[N:15]. The yield is 0.810. (8) The reactants are [CH3:1][N:2]1[C:6]2[CH:7]=[C:8]([C:11]3[CH:16]=[CH:15][CH:14]=[C:13]([O:17][CH2:18][CH:19]4[CH2:21][O:20]4)[CH:12]=3)[CH:9]=[CH:10][C:5]=2[N:4]=[CH:3]1.[CH2:22]1[C:30]2[C:25](=[CH:26][CH:27]=[CH:28][CH:29]=2)[CH2:24][NH:23]1. The catalyst is CO. The product is [CH2:22]1[C:30]2[C:25](=[CH:26][CH:27]=[CH:28][CH:29]=2)[CH2:24][N:23]1[CH2:21][CH:19]([OH:20])[CH2:18][O:17][C:13]1[CH:14]=[CH:15][CH:16]=[C:11]([C:8]2[CH:9]=[CH:10][C:5]3[N:4]=[CH:3][N:2]([CH3:1])[C:6]=3[CH:7]=2)[CH:12]=1. The yield is 0.110.